From a dataset of Peptide-MHC class I binding affinity with 185,985 pairs from IEDB/IMGT. Regression. Given a peptide amino acid sequence and an MHC pseudo amino acid sequence, predict their binding affinity value. This is MHC class I binding data. (1) The peptide sequence is CHKGWGVSV. The MHC is HLA-A31:01 with pseudo-sequence HLA-A31:01. The binding affinity (normalized) is 0.0847. (2) The peptide sequence is GRGQILLGK. The MHC is HLA-A30:01 with pseudo-sequence HLA-A30:01. The binding affinity (normalized) is 0.213. (3) The peptide sequence is MAIHRSLTK. The MHC is HLA-B58:01 with pseudo-sequence HLA-B58:01. The binding affinity (normalized) is 0.213. (4) The peptide sequence is AESICSYWL. The MHC is HLA-A03:01 with pseudo-sequence HLA-A03:01. The binding affinity (normalized) is 0.0847. (5) The peptide sequence is IPFIAYFVLM. The MHC is H-2-Kb with pseudo-sequence H-2-Kb. The binding affinity (normalized) is 0.135. (6) The peptide sequence is ITLWQRPLV. The MHC is HLA-B45:01 with pseudo-sequence HLA-B45:01. The binding affinity (normalized) is 0. (7) The peptide sequence is VVYDAKFEK. The MHC is HLA-A11:01 with pseudo-sequence HLA-A11:01. The binding affinity (normalized) is 0.654. (8) The peptide sequence is QMISPVMSV. The MHC is HLA-A02:01 with pseudo-sequence HLA-A02:01. The binding affinity (normalized) is 1.00.